This data is from Catalyst prediction with 721,799 reactions and 888 catalyst types from USPTO. The task is: Predict which catalyst facilitates the given reaction. (1) Reactant: C(O[C:6](=O)[NH:7][CH2:8][C:9]([N:11]1[CH2:15][CH2:14][CH2:13][CH:12]1[C:16]#[N:17])=[O:10])(C)(C)C.FC(F)(F)C(O)=O.C(N(CC)CC)C.[CH3:33][O:34][CH:35]1[CH2:42][CH:41]2[CH:37]([CH2:38]C(=O)[CH2:40]2)[CH2:36]1.C(O[BH-](OC(=O)C)OC(=O)C)(=O)C.[Na+]. Product: [CH3:33][O:34][CH:35]1[CH2:42][CH:41]2[CH:37]([CH2:38][CH:6]([NH:7][CH2:8][C:9]([N:11]3[CH2:15][CH2:14][CH2:13][CH:12]3[C:16]#[N:17])=[O:10])[CH2:40]2)[CH2:36]1. The catalyst class is: 4. (2) Reactant: CCN(C(C)C)C(C)C.CN(C(ON1N=NC2C=CC=CC1=2)=[N+](C)C)C.[B-](F)(F)(F)F.[OH:32][C:33]1[N:38]=[C:37]([C:39]([OH:41])=O)[CH:36]=[CH:35][CH:34]=1.FC(F)(F)C(O)=O.[CH3:49][O:50][C:51]1[CH:71]=[CH:70][C:54]([O:55][C:56]2[CH:69]=[CH:68][C:59]([CH2:60][NH:61][C:62]([C:64]3([NH2:67])[CH2:66][CH2:65]3)=[O:63])=[CH:58][CH:57]=2)=[C:53]([C:72]([F:75])([F:74])[F:73])[CH:52]=1. Product: [CH3:49][O:50][C:51]1[CH:71]=[CH:70][C:54]([O:55][C:56]2[CH:69]=[CH:68][C:59]([CH2:60][NH:61][C:62]([C:64]3([NH:67][C:39]([C:37]4[CH:36]=[CH:35][CH:34]=[C:33]([OH:32])[N:38]=4)=[O:41])[CH2:65][CH2:66]3)=[O:63])=[CH:58][CH:57]=2)=[C:53]([C:72]([F:73])([F:74])[F:75])[CH:52]=1. The catalyst class is: 3. (3) Reactant: [Cl:1][C:2]1[CH:3]=[C:4]([CH:8]([OH:11])[CH:9]=[CH2:10])[CH:5]=[CH:6][CH:7]=1.[Si:12](Cl)([C:15]([CH3:18])([CH3:17])[CH3:16])([CH3:14])[CH3:13].N1C=CN=C1. Product: [C:15]([Si:12]([O:11][CH:8]([C:4]1[CH:5]=[CH:6][CH:7]=[C:2]([Cl:1])[CH:3]=1)[CH:9]=[CH2:10])([CH3:14])[CH3:13])([CH3:18])([CH3:17])[CH3:16]. The catalyst class is: 3. (4) Reactant: NC1C=CNN=1.O/[CH:8]=[C:9]1\[C:10](=[O:18])[NH:11][C:12]2[C:17]\1=[CH:16][CH:15]=[CH:14][CH:13]=2.[O:19]1[CH:23]=[CH:22][C:21]([NH2:24])=[N:20]1. Product: [O:19]1[CH:23]=[CH:22][C:21]([NH:24][CH:8]=[C:9]2[C:17]3[C:12](=[CH:13][CH:14]=[CH:15][CH:16]=3)[NH:11][C:10]2=[O:18])=[N:20]1. The catalyst class is: 7. (5) Reactant: [OH:1][CH2:2][CH2:3][CH2:4][CH2:5][C:6]1[CH:11]=[CH:10][C:9]([N+:12]([O-])=O)=[CH:8][CH:7]=1.[H][H]. Product: [OH:1][CH2:2][CH2:3][CH2:4][CH2:5][C:6]1[CH:7]=[CH:8][C:9]([NH2:12])=[CH:10][CH:11]=1. The catalyst class is: 43.